From a dataset of Catalyst prediction with 721,799 reactions and 888 catalyst types from USPTO. Predict which catalyst facilitates the given reaction. (1) Reactant: C([N:4]1[CH2:9][CH2:8][CH:7]([CH2:10][CH2:11][C:12]([C:14]2[CH:15]=[C:16]3[C:21]4=[C:22]([CH2:24][CH2:25][N:20]4[C:19](=[O:26])[CH2:18][CH2:17]3)[CH:23]=2)=[O:13])[CH2:6][CH2:5]1)(=O)C.Cl. Product: [NH:4]1[CH2:5][CH2:6][CH:7]([CH2:10][CH2:11][C:12]([C:14]2[CH:15]=[C:16]3[C:21]4=[C:22]([CH2:24][CH2:25][N:20]4[C:19](=[O:26])[CH2:18][CH2:17]3)[CH:23]=2)=[O:13])[CH2:8][CH2:9]1. The catalyst class is: 11. (2) The catalyst class is: 11. Reactant: [O:1]=[C:2]1[C:10]2([CH2:14][O:13][C:12]3[CH:15]=[C:16]4[C:20](=[CH:21][C:11]2=3)[CH2:19][CH2:18][O:17]4)[C:9]2[C:4](=[CH:5][CH:6]=[CH:7][CH:8]=2)[N:3]1[CH2:22][C:23]1[CH:30]=[CH:29][C:26]([C:27]#[N:28])=[CH:25][CH:24]=1.[N-:31]=[N+:32]=[N-:33].[Na+].Cl.C(N(CC)CC)C. Product: [NH:31]1[C:27]([C:26]2[CH:25]=[CH:24][C:23]([CH2:22][N:3]3[C:4]4[C:9](=[CH:8][CH:7]=[CH:6][CH:5]=4)[C:10]4([CH2:14][O:13][C:12]5[CH:15]=[C:16]6[C:20](=[CH:21][C:11]4=5)[CH2:19][CH2:18][O:17]6)[C:2]3=[O:1])=[CH:30][CH:29]=2)=[N:28][N:33]=[N:32]1. (3) Reactant: [NH2:1][C@H:2]1[CH2:6][CH2:5][N:4]([C:7]2[CH:19]=[CH:18][C:10]([C:11]([O:13][C:14]([CH3:17])([CH3:16])[CH3:15])=[O:12])=[CH:9][CH:8]=2)[CH2:3]1.CCN(CC)CC.Cl.[C:28](Cl)(=[O:35])[C:29]1[CH:34]=[CH:33][CH:32]=[N:31][CH:30]=1. The catalyst class is: 2. Product: [C:28]([NH:1][C@H:2]1[CH2:6][CH2:5][N:4]([C:7]2[CH:19]=[CH:18][C:10]([C:11]([O:13][C:14]([CH3:16])([CH3:15])[CH3:17])=[O:12])=[CH:9][CH:8]=2)[CH2:3]1)(=[O:35])[C:29]1[CH:34]=[CH:33][CH:32]=[N:31][CH:30]=1. (4) Reactant: Br[C:2]1[CH:7]=[CH:6][CH:5]=[C:4]([C:8]([F:11])([F:10])[F:9])[CH:3]=1.[F:12][C:13]([F:23])([F:22])[C:14]1[CH:15]=[C:16]([CH:19]=[CH:20][CH:21]=1)[CH:17]=[O:18].[Li]CCCC. Product: [F:9][C:8]([F:11])([F:10])[C:4]1[CH:3]=[C:2]([CH:17]([C:16]2[CH:19]=[CH:20][CH:21]=[C:14]([C:13]([F:12])([F:22])[F:23])[CH:15]=2)[OH:18])[CH:7]=[CH:6][CH:5]=1. The catalyst class is: 1. (5) Reactant: [H-].[Na+].CN(C=O)C.[N+:8]([C:11]1[CH:12]=[C:13]([OH:17])[CH:14]=[CH:15][CH:16]=1)([O-:10])=[O:9].Cl[C:19]1[CH:20]=[CH:21][N:22]2[C:27]([CH:28]=1)=[CH:26][CH:25]=[C:24]([C:29]([O:31][CH2:32][CH3:33])=[O:30])[C:23]2=[O:34]. Product: [N+:8]([C:11]1[CH:12]=[C:13]([CH:14]=[CH:15][CH:16]=1)[O:17][C:19]1[CH:20]=[CH:21][N:22]2[C:27]([CH:28]=1)=[CH:26][CH:25]=[C:24]([C:29]([O:31][CH2:32][CH3:33])=[O:30])[C:23]2=[O:34])([O-:10])=[O:9]. The catalyst class is: 69. (6) Reactant: [C:1](Cl)(=[O:5])[C:2](Cl)=O.C(OC([N:14]1[CH2:19][CH2:18][N:17]([C:20]2[CH:25]=[CH:24]C(C(O)=O)=[CH:22][N:21]=2)[CH2:16][CH2:15]1)=O)(C)(C)C.ClCCl.CN(C)C=O.C(N(CC)C(C)C)(C)C.[CH3:46][O:47][C:48](=[O:79])[NH:49][C@H:50]([C:54]([N:56]1[CH2:60][CH2:59][CH2:58][C@H:57]1[C:61]1[NH:62][CH:63]=[C:64]([C:66]2[CH:71]=[CH:70][C:69]([C:72]3[CH:77]=[CH:76][C:75]([NH2:78])=[CH:74][CH:73]=3)=[CH:68][CH:67]=2)[N:65]=1)=[O:55])[CH:51]([CH3:53])[CH3:52].O1CCOCC1. Product: [CH3:46][O:47][C:48](=[O:79])[NH:49][C@H:50]([C:54]([N:56]1[CH2:60][CH2:59][CH2:58][C@H:57]1[C:61]1[NH:62][CH:63]=[C:64]([C:66]2[CH:67]=[CH:68][C:69]([C:72]3[CH:73]=[CH:74][C:75]([NH:78][C:1]([C:2]4[CH:22]=[N:21][C:20]([N:17]5[CH2:16][CH2:15][NH:14][CH2:19][CH2:18]5)=[CH:25][CH:24]=4)=[O:5])=[CH:76][CH:77]=3)=[CH:70][CH:71]=2)[N:65]=1)=[O:55])[CH:51]([CH3:53])[CH3:52]. The catalyst class is: 33. (7) Reactant: [OH-].[Na+].[CH2:3]([N:10]1[CH2:17][CH:16]2[O:18][CH:12]([CH2:13][NH:14][CH2:15]2)[CH2:11]1)[C:4]1[CH:9]=[CH:8][CH:7]=[CH:6][CH:5]=1.[C:19](O[C:19]([O:20][C:21]([CH3:24])([CH3:23])[CH3:22])=[O:25])(=[O:25])[O:20][C:21]([CH3:24])([CH3:23])[CH3:22]. Product: [CH2:3]([N:10]1[CH2:17][CH:16]2[O:18][CH:12]([CH2:13][N:14]([C:19]([O:20][C:21]([CH3:24])([CH3:23])[CH3:22])=[O:25])[CH2:15]2)[CH2:11]1)[C:4]1[CH:5]=[CH:6][CH:7]=[CH:8][CH:9]=1. The catalyst class is: 878.